From a dataset of Reaction yield outcomes from USPTO patents with 853,638 reactions. Predict the reaction yield, written as a fraction of the theoretical maximum amount of product (1.0 means a 100% yield; for example, 0.34 means a 34% yield). (1) The reactants are [NH2:1][C:2]1[CH:7]=[N:6][CH:5]=[C:4]([Cl:8])[N:3]=1.[CH3:9][C:10]1[CH:11]=[C:12]([CH:16]=[CH:17][CH:18]=1)[C:13](Cl)=[O:14]. The catalyst is N1C=CC=CC=1. The product is [Cl:8][C:4]1[N:3]=[C:2]([NH:1][C:13](=[O:14])[C:12]2[CH:16]=[CH:17][CH:18]=[C:10]([CH3:9])[CH:11]=2)[CH:7]=[N:6][CH:5]=1. The yield is 0.970. (2) The reactants are [CH3:1][N:2]([CH3:19])[C:3](=[O:18])[O:4][C:5]1[CH:10]=[CH:9][C:8]([CH:11]([OH:15])[CH2:12][CH2:13][OH:14])=[C:7]([CH:16]=[CH2:17])[CH:6]=1.C(N([CH2:25][CH3:26])CC)C.[C:27]([Si:31]([CH3:34])([CH3:33])Cl)([CH3:30])([CH3:29])[CH3:28].O. The catalyst is ClCCl.CN(C)C1C=CN=CC=1. The product is [CH3:19][N:2]([CH3:1])[C:3](=[O:18])[O:4][C:5]1[CH:10]=[CH:9][C:8]([CH:11]([OH:15])[CH2:12][CH2:13][O:14][Si:31]([C:27]([CH3:30])([CH3:29])[CH3:28])([C:34]2[CH:26]=[CH:25][CH:12]=[CH:11][CH:8]=2)[C:33]2[CH:9]=[CH:10][CH:5]=[CH:6][CH:7]=2)=[C:7]([CH:16]=[CH2:17])[CH:6]=1. The yield is 0.700. (3) The reactants are Cl[C:2]1[C:30]([Cl:31])=[CH:29][CH:28]=[CH:27][C:3]=1[CH2:4][N:5]1[C:9]2[CH:10]=[C:11]([N:18]3[CH2:23][CH2:22][O:21][CH2:20][CH2:19]3)[CH:12]=[C:13]([C:14]([O:16]C)=[O:15])[C:8]=2[N:7]=[C:6]1[CH:24]([F:26])[F:25].[Li+].[OH-].[CH2:34]1COCC1. No catalyst specified. The product is [Cl:31][C:30]1[C:2]([CH3:34])=[C:3]([CH2:4][N:5]2[C:9]3[CH:10]=[C:11]([N:18]4[CH2:23][CH2:22][O:21][CH2:20][CH2:19]4)[CH:12]=[C:13]([C:14]([OH:16])=[O:15])[C:8]=3[N:7]=[C:6]2[CH:24]([F:26])[F:25])[CH:27]=[CH:28][CH:29]=1. The yield is 0.800. (4) The reactants are [C:1]([Si:5]([CH3:11])([CH3:10])[O:6][CH2:7][C:8]#[CH:9])([CH3:4])([CH3:3])[CH3:2].[Li]CCCC.B(F)(F)F.[CH3:21][CH2:22][O:23]CC.C(OC(=O)C)(=O)C. The catalyst is C1COCC1. The product is [Si:5]([O:6][CH2:7][C:8]#[C:9][C:22](=[O:23])[CH3:21])([C:1]([CH3:3])([CH3:4])[CH3:2])([CH3:10])[CH3:11]. The yield is 0.526.